Dataset: Full USPTO retrosynthesis dataset with 1.9M reactions from patents (1976-2016). Task: Predict the reactants needed to synthesize the given product. (1) Given the product [OH:8][C:9]1[CH:14]=[CH:13][C:12]([C:15]([N:17]2[CH2:26][C:25]3[CH:24]=[N:23][N:22]([CH3:27])[C:21]=3[NH:20][C:19]3[CH:28]=[CH:29][CH:30]=[CH:31][C:18]2=3)=[O:16])=[CH:11][CH:10]=1, predict the reactants needed to synthesize it. The reactants are: C([O:8][C:9]1[CH:14]=[CH:13][C:12]([C:15]([N:17]2[CH2:26][C:25]3[CH:24]=[N:23][N:22]([CH3:27])[C:21]=3[NH:20][C:19]3[CH:28]=[CH:29][CH:30]=[CH:31][C:18]2=3)=[O:16])=[CH:11][CH:10]=1)C1C=CC=CC=1. (2) Given the product [C:60]([O:59][C:55]([NH:56][NH:57][C:24]([CH:21]1[CH2:22][CH2:23][N:18]([C:16]([O:15][CH2:14][CH:12]2[C:11]3[CH:10]=[CH:9][CH:8]=[CH:7][C:6]=3[C:5]3[C:13]2=[CH:1][CH:2]=[CH:3][CH:4]=3)=[O:17])[CH2:19][CH2:20]1)=[O:26])=[O:58])([CH3:63])([CH3:62])[CH3:61], predict the reactants needed to synthesize it. The reactants are: [CH:1]1[C:13]2[CH:12]([CH2:14][O:15][C:16]([N:18]3[CH2:23][CH2:22][CH:21]([C:24]([OH:26])=O)[CH2:20][CH2:19]3)=[O:17])[C:11]3[C:6](=[CH:7][CH:8]=[CH:9][CH:10]=3)[C:5]=2[CH:4]=[CH:3][CH:2]=1.C1C=NC2N(O)N=NC=2C=1.N1C(C)=CC(C)=CC=1C.CC(C)N=C=NC(C)C.[C:55]([O:59][C:60]([CH3:63])([CH3:62])[CH3:61])(=[O:58])[NH:56][NH2:57].